This data is from Forward reaction prediction with 1.9M reactions from USPTO patents (1976-2016). The task is: Predict the product of the given reaction. (1) Given the reactants [F:1][C:2]1[CH:3]=[C:4]([CH:19]=[CH:20][CH:21]=1)[CH2:5][N:6]1[C:10]2=[N:11][CH:12]=[CH:13][CH:14]=[C:9]2[C:8]([C:15](=[N:17][OH:18])[NH2:16])=[N:7]1.N1C=CC=CC=1.Cl[C:29](OCC(C)C)=[O:30], predict the reaction product. The product is: [F:1][C:2]1[CH:3]=[C:4]([CH:19]=[CH:20][CH:21]=1)[CH2:5][N:6]1[C:10]2=[N:11][CH:12]=[CH:13][CH:14]=[C:9]2[C:8]([C:15]2[NH:16][C:29](=[O:30])[O:18][N:17]=2)=[N:7]1. (2) Given the reactants [CH2:1]([O:8][C:9]1[CH:14]=[CH:13][C:12]([CH2:15][CH2:16][C:17]([O:19]C(C)(C)C)=[O:18])=[C:11]([Cl:24])[CH:10]=1)[C:2]1[CH:7]=[CH:6][CH:5]=[CH:4][CH:3]=1.FC(F)(F)C(O)=O, predict the reaction product. The product is: [CH2:1]([O:8][C:9]1[CH:14]=[CH:13][C:12]([CH2:15][CH2:16][C:17]([OH:19])=[O:18])=[C:11]([Cl:24])[CH:10]=1)[C:2]1[CH:3]=[CH:4][CH:5]=[CH:6][CH:7]=1.